The task is: Predict the product of the given reaction.. This data is from Forward reaction prediction with 1.9M reactions from USPTO patents (1976-2016). Given the reactants [CH3:1][C:2]1[CH:20]=[CH:19][C:5]([CH2:6][NH:7][C:8]([C:10]2[N:11]=[C:12](I)[NH:13][C:14]=2[CH2:15][CH2:16][CH3:17])=[O:9])=[CH:4][CH:3]=1, predict the reaction product. The product is: [CH3:1][C:2]1[CH:20]=[CH:19][C:5]([CH2:6][NH:7][C:8]([C:10]2[N:11]=[C:12]([C:12]3[NH:13][C:14]([CH2:15][CH2:16][CH3:17])=[C:10]([C:8]([NH:7][CH2:6][C:5]4[CH:19]=[CH:20][C:2]([CH3:1])=[CH:3][CH:4]=4)=[O:9])[N:11]=3)[NH:13][C:14]=2[CH2:15][CH2:16][CH3:17])=[O:9])=[CH:4][CH:3]=1.